Task: Predict the reaction yield, written as a fraction of the theoretical maximum amount of product (1.0 means a 100% yield; for example, 0.34 means a 34% yield).. Dataset: Reaction yield outcomes from USPTO patents with 853,638 reactions (1) The reactants are [NH2:1][C:2]1[CH:7]=[C:6]([Cl:8])[CH:5]=[CH:4][C:3]=1[OH:9].[Si:10](Cl)([C:13]([CH3:16])([CH3:15])[CH3:14])([CH3:12])[CH3:11].N1C=CN=C1. The catalyst is CN(C=O)C. The product is [Si:10]([O:9][C:3]1[CH:4]=[CH:5][C:6]([Cl:8])=[CH:7][C:2]=1[NH2:1])([C:13]([CH3:16])([CH3:15])[CH3:14])([CH3:12])[CH3:11]. The yield is 0.717. (2) The reactants are Br[C:2]1[CH:3]=[N:4][C:5]2[C:10]([C:11]=1[C:12]1[C:17]([O:18][CH3:19])=[CH:16][C:15]([C:20]3[CH:25]=[CH:24][CH:23]=[C:22]([F:26])[CH:21]=3)=[C:14]([Cl:27])[CH:13]=1)=[CH:9][CH:8]=[C:7]([S:28]([NH:31][C:32]1[CH:36]=[CH:35][O:34][N:33]=1)(=[O:30])=[O:29])[CH:6]=2.CC(C)([O-:40])C.[Na+].C(P(C(C)(C)C)C1C=CC=CC=1C1C(C(C)C)=CC(C(C)C)=CC=1C(C)C)(C)(C)C. The catalyst is C([O-])(=O)C.[Pd+2].C([O-])(=O)C. The product is [Cl:27][C:14]1[CH:13]=[C:12]([C:11]2[C:10]3[C:5](=[CH:6][C:7]([S:28]([NH:31][C:32]4[CH:36]=[CH:35][O:34][N:33]=4)(=[O:30])=[O:29])=[CH:8][CH:9]=3)[N:4]=[CH:3][C:2]=2[OH:40])[C:17]([O:18][CH3:19])=[CH:16][C:15]=1[C:20]1[CH:25]=[CH:24][CH:23]=[C:22]([F:26])[CH:21]=1. The yield is 0.254. (3) The reactants are [NH2:1][C:2]1[CH:9]=[CH:8][C:5]([CH2:6][OH:7])=[CH:4][CH:3]=1.C(N(CC)CC)C.[CH3:17][Si:18]([CH3:21])([CH3:20])Cl. The catalyst is C1COCC1. The product is [CH3:17][Si:18]([CH3:21])([CH3:20])[O:7][CH2:6][C:5]1[CH:8]=[CH:9][C:2]([NH2:1])=[CH:3][CH:4]=1. The yield is 0.950. (4) The reactants are [CH2:1]1[C:4]2([CH2:43][O:42][C:7]3([CH2:12][CH2:11][CH:10]([N:13]4[C:18](=[O:19])[C:17]([CH2:20][C:21]5[CH:26]=[CH:25][C:24]([C:27]6[C:28]([C:33]#[N:34])=[CH:29][CH:30]=[CH:31][CH:32]=6)=[CH:23][C:22]=5[F:35])=[C:16]([CH2:36][CH2:37][CH3:38])[N:15]5[N:39]=[CH:40][N:41]=[C:14]45)[CH2:9][CH2:8]3)[O:6][CH2:5]2)[CH2:3][CH2:2]1.[C:44]([BH3-])#N.[Na+].CC(OI1(OC(C)=O)(OC(C)=O)OC(=O)C2C1=CC=CC=2)=O.C(=O)([O-])O.[Na+].S([O-])([O-])(=O)=S.[Na+].[Na+].C[Mg]Br.[Cl-].[NH4+]. The catalyst is C(OCC)(=O)C.C(#N)C.O1CCCC1. The product is [F:35][C:22]1[CH:23]=[C:24]([C:27]2[C:28]([C:33]#[N:34])=[CH:29][CH:30]=[CH:31][CH:32]=2)[CH:25]=[CH:26][C:21]=1[CH2:20][C:17]1[C:18](=[O:19])[N:13]([C@H:10]2[CH2:9][CH2:8][C@H:7]([O:6][CH2:5][C:4]3([CH:43]([OH:42])[CH3:44])[CH2:3][CH2:2][CH2:1]3)[CH2:12][CH2:11]2)[C:14]2[N:15]([N:39]=[CH:40][N:41]=2)[C:16]=1[CH2:36][CH2:37][CH3:38]. The yield is 0.190. (5) The yield is 0.300. The reactants are C([O:5][NH:6][C:7](=[O:23])[C@H:8]([NH:13][C:14]1[CH:19]=[C:18]([CH3:20])[C:17]([F:21])=[C:16]([CH3:22])[CH:15]=1)[CH2:9][CH2:10][CH2:11][CH3:12])(C)(C)C.FC(F)(F)C(O)=O. The catalyst is ClCCl. The product is [OH:5][NH:6][C:7](=[O:23])[CH:8]([NH:13][C:14]1[CH:19]=[C:18]([CH3:20])[C:17]([F:21])=[C:16]([CH3:22])[CH:15]=1)[CH2:9][CH2:10][CH2:11][CH3:12]. (6) The reactants are [N+:1]([C:4]1[S:8][CH:7]=[C:6]([C:9]2[CH:14]=[CH:13][N:12]=[CH:11][N:10]=2)[CH:5]=1)([O-])=O.[H][H].[ClH:17].O1CCOCC1. The catalyst is CCOC(C)=O.CO.[Pd]. The product is [ClH:17].[N:12]1[CH:13]=[CH:14][C:9]([C:6]2[CH:5]=[C:4]([NH2:1])[S:8][CH:7]=2)=[N:10][CH:11]=1. The yield is 0.770. (7) The reactants are Cl[CH2:2][C:3]1[N:4]=[C:5]2[CH:10]=[CH:9][CH:8]=[CH:7][N:6]2[CH:11]=1.[C:12]1(=[O:22])[NH:16][C:15](=[O:17])[C:14]2=[CH:18][CH:19]=[CH:20][CH:21]=[C:13]12.[K]. The catalyst is CN(C)C=O. The product is [N:4]1[C:3]([CH2:2][N:16]2[C:12](=[O:22])[C:13]3[C:14](=[CH:18][CH:19]=[CH:20][CH:21]=3)[C:15]2=[O:17])=[CH:11][N:6]2[CH:7]=[CH:8][CH:9]=[CH:10][C:5]=12. The yield is 0.670.